The task is: Predict the reactants needed to synthesize the given product.. This data is from Full USPTO retrosynthesis dataset with 1.9M reactions from patents (1976-2016). (1) Given the product [CH2:17]([O:19][C:20]1[CH:21]=[C:22]([CH:23]2[C:8]([C:4]3[CH:5]=[CH:6][CH:7]=[C:2]([F:1])[CH:3]=3)=[C:9]([C:11]3[CH:16]=[CH:15][CH:14]=[CH:13][CH:12]=3)[NH:35][C:33](=[O:34])[NH:32]2)[CH:25]=[C:26]([N+:29]([O-:31])=[O:30])[C:27]=1[OH:28])[CH3:18], predict the reactants needed to synthesize it. The reactants are: [F:1][C:2]1[CH:3]=[C:4]([CH2:8][C:9]([C:11]2[CH:16]=[CH:15][CH:14]=[CH:13][CH:12]=2)=O)[CH:5]=[CH:6][CH:7]=1.[CH2:17]([O:19][C:20]1[CH:21]=[C:22]([CH:25]=[C:26]([N+:29]([O-:31])=[O:30])[C:27]=1[OH:28])[CH:23]=O)[CH3:18].[NH2:32][C:33]([NH2:35])=[O:34].Cl. (2) Given the product [CH2:1]([NH:3][S:6]([C:9]1[CH:10]=[CH:11][C:12]([N+:13]([O-:15])=[O:14])=[CH:16][CH:17]=1)(=[O:7])=[O:8])[CH3:2], predict the reactants needed to synthesize it. The reactants are: [CH2:1]([NH2:3])[CH3:2].CO.[S:6](Cl)([C:9]1[CH:17]=[CH:16][C:12]([N+:13]([O-:15])=[O:14])=[CH:11][CH:10]=1)(=[O:8])=[O:7]. (3) Given the product [C:1]([CH:3]1[CH:12]([C:13]2[CH:18]=[C:17]([O:19][CH3:20])[C:16]([O:21][CH3:22])=[C:15]([O:23][CH3:24])[CH:14]=2)[C:11]2[C:6](=[CH:7][C:8]([O:25][CH3:26])=[CH:9][CH:10]=2)[O:5][CH2:4]1)#[N:2], predict the reactants needed to synthesize it. The reactants are: [C:1]([C:3]1[CH:12]([C:13]2[CH:18]=[C:17]([O:19][CH3:20])[C:16]([O:21][CH3:22])=[C:15]([O:23][CH3:24])[CH:14]=2)[C:11]2[C:6](=[CH:7][C:8]([O:25][CH3:26])=[CH:9][CH:10]=2)[O:5][CH:4]=1)#[N:2]. (4) Given the product [CH2:29]([C:13]([C:9]1[CH:8]=[C:7]([O:6][CH2:5][C:4]([OH:31])=[O:3])[CH:12]=[CH:11][CH:10]=1)=[C:14]([C:22]1[CH:27]=[CH:26][C:25]([OH:28])=[CH:24][CH:23]=1)[C:15]1[CH:16]=[CH:17][C:18]([OH:21])=[CH:19][CH:20]=1)[CH3:30], predict the reactants needed to synthesize it. The reactants are: C([O:3][C:4](=[O:31])[CH2:5][O:6][C:7]1[CH:12]=[CH:11][CH:10]=[C:9]([C:13]([CH2:29][CH3:30])=[C:14]([C:22]2[CH:27]=[CH:26][C:25]([OH:28])=[CH:24][CH:23]=2)[C:15]2[CH:20]=[CH:19][C:18]([OH:21])=[CH:17][CH:16]=2)[CH:8]=1)C.[OH-].[Na+].Cl. (5) Given the product [O:1]1[CH2:2][CH2:3][N:4]([C:7](=[O:26])[CH2:8][C@@H:9]([NH2:18])[CH2:10][CH2:11][C:12]2[CH:17]=[CH:16][CH:15]=[CH:14][CH:13]=2)[CH2:5][CH2:6]1, predict the reactants needed to synthesize it. The reactants are: [O:1]1[CH2:6][CH2:5][N:4]([C:7](=[O:26])[CH2:8][C@@H:9]([NH:18]C(=O)OC(C)(C)C)[CH2:10][CH2:11][C:12]2[CH:17]=[CH:16][CH:15]=[CH:14][CH:13]=2)[CH2:3][CH2:2]1.C(O)(C(F)(F)F)=O.C(=O)(O)[O-].[Na+].C(=O)([O-])[O-].[K+].[K+].[Cl-].[Na+]. (6) Given the product [C:60]([O:30][C:27]([N:15]1[C:16](=[O:18])[C:17]2[C:8]3[CH:7]=[CH:6][C:5]4[CH:4]=[N:3][C:2]([NH:23][C:22]5[CH:24]=[CH:25][CH:26]=[C:20]([F:19])[CH:21]=5)=[CH:11][C:10]=4[C:9]=3[NH:12][C:13]=2[CH2:14]1)=[O:28])([CH3:65])([CH3:61])[CH3:59], predict the reactants needed to synthesize it. The reactants are: Cl[C:2]1[N:3]=[CH:4][C:5]2[CH:6]=[CH:7][C:8]3[C:17]4[C:16](=[O:18])[NH:15][CH2:14][C:13]=4[NH:12][C:9]=3[C:10]=2[CH:11]=1.[F:19][C:20]1[CH:21]=[C:22]([CH:24]=[CH:25][CH:26]=1)[NH2:23].[C:27]([O-:30])([O-])=[O:28].[Cs+].[Cs+].C1C=CC(P(C2C=CC=CC=2)C2C=CC=CC=2)=CC=1.C1(P(C2CCCCC2)[C:59]2C=CC=[CH:61][C:60]=2[C:65]2C=CC=CC=2N(C)C)CCCCC1. (7) Given the product [CH:19]([C:16]1[S:15][C:14]([NH:13][CH2:12][CH2:11][CH2:10][NH:9][C:7](=[O:8])[C@@H:6]([NH:5][C:3](=[O:4])[C@@H:2]([NH:1][C:25](=[O:26])[C@@H:24]([NH:28][C:29](=[O:30])[O:31][C:32]([CH3:34])([CH3:33])[CH3:35])[CH3:23])[CH3:22])[CH3:21])=[N:18][CH:17]=1)=[O:20], predict the reactants needed to synthesize it. The reactants are: [NH2:1][C@@H:2]([CH3:22])[C:3]([NH:5][C@@H:6]([CH3:21])[C:7]([NH:9][CH2:10][CH2:11][CH2:12][NH:13][C:14]1[S:15][C:16]([CH:19]=[O:20])=[CH:17][N:18]=1)=[O:8])=[O:4].[CH3:23][C@H:24]([NH:28][C:29]([O:31][C:32]([CH3:35])([CH3:34])[CH3:33])=[O:30])[C:25](O)=[O:26].ON1C2N=CC=CC=2N=N1.CN1CCOCC1.C(Cl)CCl. (8) Given the product [CH3:1][O:2][C:3](=[O:46])[CH2:4][C:5](=[O:45])[CH2:6][CH:7]([OH:37])[CH:8]=[CH:9][C:10]1[N:11]([C:30]2[CH:31]=[CH:32][C:33]([F:36])=[CH:34][CH:35]=2)[N:12]=[C:13]([C:18](=[O:29])[N:19]([CH3:28])[CH2:20][C:21]2[CH:26]=[CH:25][CH:24]=[CH:23][C:22]=2[CH3:27])[C:14]=1[CH:15]([CH3:16])[CH3:17], predict the reactants needed to synthesize it. The reactants are: [CH3:1][O:2][C:3](=[O:46])[CH2:4][C:5](=[O:45])[CH2:6][CH:7]([O:37][Si](C(C)(C)C)(C)C)[CH:8]=[CH:9][C:10]1[N:11]([C:30]2[CH:35]=[CH:34][C:33]([F:36])=[CH:32][CH:31]=2)[N:12]=[C:13]([C:18](=[O:29])[N:19]([CH3:28])[CH2:20][C:21]2[CH:26]=[CH:25][CH:24]=[CH:23][C:22]=2[CH3:27])[C:14]=1[CH:15]([CH3:17])[CH3:16].CCOC(C)=O. (9) Given the product [Cl:27][C:14]1[C:19]2[C:28](=[O:31])[N:2]([CH2:4][CH3:5])[B:22]([OH:25])[C:18]=2[CH:17]=[CH:16][CH:15]=1, predict the reactants needed to synthesize it. The reactants are: C[N:2]([CH2:4][CH2:5]N(C)C)C.[Li]C(CC)C.[CH2:14]1[CH2:19][CH2:18][CH2:17][CH2:16][CH2:15]1.CO[B:22]([O:25]C)OC.[ClH:27].[C:28]([O-:31])(O)=O.[Na+]. (10) Given the product [CH3:15][O:14][C:11]1[CH:10]=[CH:9][C:8]([C:4]2[N:3]([O:2][C:22]([N:16]3[CH2:21][CH2:20][O:19][CH2:18][CH2:17]3)=[O:23])[CH:7]=[CH:6][N:5]=2)=[CH:13][CH:12]=1, predict the reactants needed to synthesize it. The reactants are: Cl.[OH:2][N:3]1[CH:7]=[CH:6][N:5]=[C:4]1[C:8]1[CH:13]=[CH:12][C:11]([O:14][CH3:15])=[CH:10][CH:9]=1.[N:16]1([C:22](Cl)=[O:23])[CH2:21][CH2:20][O:19][CH2:18][CH2:17]1.